Dataset: Catalyst prediction with 721,799 reactions and 888 catalyst types from USPTO. Task: Predict which catalyst facilitates the given reaction. (1) Reactant: I[C:2]1[N:7]=[C:6]([N:8]2[CH2:13][CH2:12][N:11]([C:14]([O:16][C:17]([CH3:20])([CH3:19])[CH3:18])=[O:15])[C@@H:10]([CH2:21][CH:22]([CH3:24])[CH3:23])[CH2:9]2)[CH:5]=[N:4][CH:3]=1.[F:25][C:26]1[C:31]([C:32](N(OC)C)=[O:33])=[CH:30][CH:29]=[CH:28][N:27]=1. Product: [F:25][C:26]1[N:27]=[CH:28][CH:29]=[CH:30][C:31]=1[C:32]([C:2]1[N:7]=[C:6]([N:8]2[CH2:13][CH2:12][N:11]([C:14]([O:16][C:17]([CH3:20])([CH3:19])[CH3:18])=[O:15])[C@@H:10]([CH2:21][CH:22]([CH3:24])[CH3:23])[CH2:9]2)[CH:5]=[N:4][CH:3]=1)=[O:33]. The catalyst class is: 1. (2) Reactant: [CH:1]12[CH2:7][CH:4]([CH2:5][CH2:6]1)[CH2:3][C:2]2=[O:8].[Li]CCCC.[C:14]([Si:16]([CH3:19])([CH3:18])[CH3:17])#[CH:15]. Product: [CH3:17][Si:16]([C:14]#[C:15][C:2]1([OH:8])[CH2:3][CH:4]2[CH2:7][CH:1]1[CH2:6][CH2:5]2)([CH3:19])[CH3:18]. The catalyst class is: 1. (3) Reactant: [CH2:1]([O:3][C:4]1[CH:28]=[CH:27][CH:26]=[CH:25][C:5]=1[O:6][CH2:7][CH2:8][NH:9][C@H:10]([CH3:24])[CH2:11][C:12]1[CH:13]=[CH:14][C:15]([O:22][CH3:23])=[C:16]([S:18]([NH2:21])(=[O:20])=[O:19])[CH:17]=1)[CH3:2].[ClH:29]. Product: [CH3:2][CH2:1][O:3][C:4]1[CH:28]=[CH:27][CH:26]=[CH:25][C:5]=1[O:6][CH2:7][CH2:8][NH:9][C@@H:10]([CH2:11][C:12]1[CH:13]=[CH:14][C:15]([O:22][CH3:23])=[C:16]([S:18]([NH2:21])(=[O:20])=[O:19])[CH:17]=1)[CH3:24].[ClH:29]. The catalyst class is: 5. (4) Reactant: [C:1]1(=[O:11])[NH:5][C:4](=[O:6])[C:3]2=[CH:7][CH:8]=[CH:9][CH:10]=[C:2]12.[K].[F:13][C:14]1[CH:19]=[C:18]([N+:20]([O-:22])=[O:21])[CH:17]=[CH:16][C:15]=1[N:23]1[CH2:28][CH2:27][CH:26]([CH2:29][CH2:30]OS(C2C=CC(C)=CC=2)(=O)=O)[CH2:25][CH2:24]1.O. Product: [F:13][C:14]1[CH:19]=[C:18]([N+:20]([O-:22])=[O:21])[CH:17]=[CH:16][C:15]=1[N:23]1[CH2:28][CH2:27][CH:26]([CH2:29][CH2:30][N:5]2[C:1](=[O:11])[C:2]3[C:3](=[CH:7][CH:8]=[CH:9][CH:10]=3)[C:4]2=[O:6])[CH2:25][CH2:24]1. The catalyst class is: 9. (5) The catalyst class is: 19. Product: [O:16]=[C:9]1[N:10]2[C:6]3[C:5]([NH:22][C:12](=[O:13])[CH2:11]2)=[CH:4][N:3]=[CH:2][C:7]=3[N:8]1[CH2:17][C:18]([O:20][CH3:21])=[O:19]. Reactant: Cl[C:2]1[C:7]2[N:8]([CH2:17][C:18]([O:20][CH3:21])=[O:19])[C:9](=[O:16])[N:10]([CH2:11][C:12](OC)=[O:13])[C:6]=2[C:5]([N+:22]([O-])=O)=[C:4](Cl)[N:3]=1.